Dataset: NCI-60 drug combinations with 297,098 pairs across 59 cell lines. Task: Regression. Given two drug SMILES strings and cell line genomic features, predict the synergy score measuring deviation from expected non-interaction effect. (1) Drug 2: CNC(=O)C1=NC=CC(=C1)OC2=CC=C(C=C2)NC(=O)NC3=CC(=C(C=C3)Cl)C(F)(F)F. Synergy scores: CSS=3.32, Synergy_ZIP=5.07, Synergy_Bliss=-0.0900, Synergy_Loewe=2.27, Synergy_HSA=-1.02. Cell line: UACC-257. Drug 1: CCCCCOC(=O)NC1=NC(=O)N(C=C1F)C2C(C(C(O2)C)O)O. (2) Drug 1: CS(=O)(=O)C1=CC(=C(C=C1)C(=O)NC2=CC(=C(C=C2)Cl)C3=CC=CC=N3)Cl. Drug 2: CC1C(C(=O)NC(C(=O)N2CCCC2C(=O)N(CC(=O)N(C(C(=O)O1)C(C)C)C)C)C(C)C)NC(=O)C3=C4C(=C(C=C3)C)OC5=C(C(=O)C(=C(C5=N4)C(=O)NC6C(OC(=O)C(N(C(=O)CN(C(=O)C7CCCN7C(=O)C(NC6=O)C(C)C)C)C)C(C)C)C)N)C. Cell line: K-562. Synergy scores: CSS=29.2, Synergy_ZIP=23.9, Synergy_Bliss=20.8, Synergy_Loewe=21.4, Synergy_HSA=21.4.